From a dataset of Full USPTO retrosynthesis dataset with 1.9M reactions from patents (1976-2016). Predict the reactants needed to synthesize the given product. (1) Given the product [NH2:1][C:2]1[C:7]([NH2:8])=[C:6]([Cl:11])[N:5]=[C:4]([Cl:12])[N:3]=1, predict the reactants needed to synthesize it. The reactants are: [NH2:1][C:2]1[C:7]([N+:8]([O-])=O)=[C:6]([Cl:11])[N:5]=[C:4]([Cl:12])[N:3]=1.[H][H].O. (2) Given the product [Cl:1][C:2]1[CH:7]=[C:6]([CH2:8][NH:9][C:10]([C@@H:12]2[CH2:16][C@@H:15]([F:17])[CH2:14][N:13]2[S:32]([C:29]2[CH:30]=[CH:31][C:26]([F:25])=[CH:27][CH:28]=2)(=[O:34])=[O:33])=[O:11])[CH:5]=[CH:4][N:3]=1, predict the reactants needed to synthesize it. The reactants are: [Cl:1][C:2]1[CH:7]=[C:6]([CH2:8][NH:9][C:10]([C@@H:12]2[CH2:16][C@@H:15]([F:17])[CH2:14][NH:13]2)=[O:11])[CH:5]=[CH:4][N:3]=1.CCN(CC)CC.[F:25][C:26]1[CH:31]=[CH:30][C:29]([S:32](Cl)(=[O:34])=[O:33])=[CH:28][CH:27]=1. (3) Given the product [Br:17][C:12]1[CH:13]=[CH:14][CH:15]=[CH:16][C:11]=1[C:10]1[N:9]([CH2:18][CH:19]([CH3:21])[CH3:20])[CH:8]=[N:7][C:6]=1[C:4]([OH:5])=[O:3], predict the reactants needed to synthesize it. The reactants are: C([O:3][C:4]([C:6]1[N:7]=[CH:8][N:9]([CH2:18][CH:19]([CH3:21])[CH3:20])[C:10]=1[C:11]1[CH:16]=[CH:15][CH:14]=[CH:13][C:12]=1[Br:17])=[O:5])C.[OH-].[Na+].OS([O-])(=O)=O.[K+]. (4) Given the product [C:16]([C:20]1[CH:25]=[CH:24][C:23]([S:26]([N:10]2[CH:9]=[N:8][C:7]3[C:11]2=[N:12][C:13]([NH2:15])=[N:14][C:6]=3[C:2]2[O:1][CH:5]=[CH:4][CH:3]=2)(=[O:28])=[O:27])=[CH:22][CH:21]=1)([CH3:19])([CH3:17])[CH3:18], predict the reactants needed to synthesize it. The reactants are: [O:1]1[CH:5]=[CH:4][CH:3]=[C:2]1[C:6]1[NH:14][C:13]([NH2:15])=[N:12][C:11]2[C:7]=1[N:8]=[CH:9][N:10]=2.[C:16]([C:20]1[CH:25]=[CH:24][C:23]([S:26](Cl)(=[O:28])=[O:27])=[CH:22][CH:21]=1)([CH3:19])([CH3:18])[CH3:17].CCN(CC)CC. (5) Given the product [NH2:26][C:8]1[CH:7]=[C:6]([NH:5][C:4]([NH:3][CH2:1][CH3:2])=[O:37])[C:11]([S:12]([NH:13][C:14]2[CH:15]=[CH:16][C:17]3[CH2:21][O:20][B:19]([OH:22])[C:18]=3[CH:23]=2)(=[O:25])=[O:24])=[N:10][CH:9]=1, predict the reactants needed to synthesize it. The reactants are: [CH2:1]([NH:3][C:4](=[O:37])[NH:5][C:6]1[CH:7]=[C:8]([NH:26]C(=O)OCC2C=CC=CC=2)[CH:9]=[N:10][C:11]=1[S:12](=[O:25])(=[O:24])[NH:13][C:14]1[CH:15]=[CH:16][C:17]2[CH2:21][O:20][B:19]([OH:22])[C:18]=2[CH:23]=1)[CH3:2]. (6) Given the product [CH2:1]([O:8][C:9]([NH:11][C@@H:12]([CH2:20][S:21][CH2:22][C@@H:23]([O:26][S:34]([CH3:33])(=[O:36])=[O:35])[CH2:24][O:25][S:34]([CH3:33])(=[O:36])=[O:35])[C:13]([O:15][C:16]([CH3:17])([CH3:18])[CH3:19])=[O:14])=[O:10])[C:2]1[CH:3]=[CH:4][CH:5]=[CH:6][CH:7]=1, predict the reactants needed to synthesize it. The reactants are: [CH2:1]([O:8][C:9]([NH:11][C@@H:12]([CH2:20][S:21][CH2:22][C@@H:23]([OH:26])[CH2:24][OH:25])[C:13]([O:15][C:16]([CH3:19])([CH3:18])[CH3:17])=[O:14])=[O:10])[C:2]1[CH:7]=[CH:6][CH:5]=[CH:4][CH:3]=1.N1C=CC=CC=1.[CH3:33][S:34](Cl)(=[O:36])=[O:35]. (7) The reactants are: [Cl:1][C:2]1[CH:3]=[C:4]([NH2:8])[CH:5]=[CH:6][CH:7]=1.F[C:10](F)(F)[C:11]1[CH:16]=[CH:15][C:14]([CH2:17][C:18](O)=O)=[CH:13][CH:12]=1. Given the product [Cl:1][C:2]1[CH:3]=[C:4]([NH:8][CH2:18][CH2:17][C:14]2[CH:15]=[CH:16][C:11]([CH3:10])=[CH:12][CH:13]=2)[CH:5]=[CH:6][CH:7]=1, predict the reactants needed to synthesize it. (8) Given the product [Br:1][C:2]1[CH:3]=[C:4]2[C:9](=[C:10]([CH3:12])[CH:11]=1)[N:8]=[C:7]([C:13]1[CH:14]=[N:15][CH:16]=[CH:17][CH:18]=1)[N:6]=[C:5]2[NH:24][CH3:23], predict the reactants needed to synthesize it. The reactants are: [Br:1][C:2]1[CH:3]=[C:4]2[C:9](=[C:10]([CH3:12])[CH:11]=1)[N:8]=[C:7]([C:13]1[CH:14]=[N:15][CH:16]=[CH:17][CH:18]=1)[N:6]=[C:5]2Cl.CN.C[CH2:23][N:24](CC)CC.